Predict the reaction yield, written as a fraction of the theoretical maximum amount of product (1.0 means a 100% yield; for example, 0.34 means a 34% yield). From a dataset of Reaction yield outcomes from USPTO patents with 853,638 reactions. (1) The reactants are [C:1]1([C:7]2[N:8]=[C:9]([CH:12]3[CH2:17][CH2:16][N:15](C(OC(C)(C)C)=O)[CH2:14][CH2:13]3)[S:10][CH:11]=2)[CH:6]=[CH:5][CH:4]=[CH:3][CH:2]=1.CO.[ClH:27]. The catalyst is C(OCC)(=O)C. The product is [ClH:27].[ClH:27].[C:1]1([C:7]2[N:8]=[C:9]([CH:12]3[CH2:17][CH2:16][NH:15][CH2:14][CH2:13]3)[S:10][CH:11]=2)[CH:2]=[CH:3][CH:4]=[CH:5][CH:6]=1. The yield is 0.982. (2) The reactants are [NH:1](C(OCC1C=CC=CC=1)=O)[C@H:2]([C:12]([NH:14][CH2:15][C:16]([NH:18][CH2:19][C:20]([NH2:22])=[O:21])=[O:17])=[O:13])[CH2:3][CH2:4][C:5](=[O:11])[O:6][C:7]([CH3:10])([CH3:9])[CH3:8].O. The catalyst is CO.[Pd]. The product is [NH2:1][C@H:2]([C:12]([NH:14][CH2:15][C:16]([NH:18][CH2:19][C:20]([NH2:22])=[O:21])=[O:17])=[O:13])[CH2:3][CH2:4][C:5](=[O:11])[O:6][C:7]([CH3:9])([CH3:10])[CH3:8]. The yield is 0.940.